This data is from Acute oral toxicity (LD50) regression data from Zhu et al.. The task is: Regression/Classification. Given a drug SMILES string, predict its toxicity properties. Task type varies by dataset: regression for continuous values (e.g., LD50, hERG inhibition percentage) or binary classification for toxic/non-toxic outcomes (e.g., AMES mutagenicity, cardiotoxicity, hepatotoxicity). Dataset: ld50_zhu. (1) The drug is CCCC(O)C(CC)CO. The rat oral LD50 is 2.02, given as -log10 of the dose in mol/kg body weight (higher means more acutely toxic). (2) The drug is CCN(CC)C(=O)CCl. The rat oral LD50 is 2.48, given as -log10 of the dose in mol/kg body weight (higher means more acutely toxic). (3) The drug is O=C(OCC1CO1)c1ccccc1. The rat oral LD50 is 2.10, given as -log10 of the dose in mol/kg body weight (higher means more acutely toxic). (4) The drug is CC(C)C(C(=O)OC(C#N)c1ccc(Oc2ccccc2)cc1)c1ccc(Cl)cc1. The rat oral LD50 is 2.97, given as -log10 of the dose in mol/kg body weight (higher means more acutely toxic). (5) The molecule is N#CC(OC1OC(CO)C(O)C(O)C1O)c1ccccc1. The rat oral LD50 is 2.72, given as -log10 of the dose in mol/kg body weight (higher means more acutely toxic).